The task is: Predict the product of the given reaction.. This data is from Forward reaction prediction with 1.9M reactions from USPTO patents (1976-2016). (1) Given the reactants [CH3:1][O:2][C:3]1[C:11]2[O:10][CH:9]=[C:8]([CH2:12][C:13]([CH3:15])=O)[C:7]=2[CH:6]=[CH:5][CH:4]=1.[N:16]1([C:22]2[CH:23]=[CH:24][CH:25]=[C:26]3[C:31]=2[N:30]=[CH:29][CH:28]=[CH:27]3)[CH2:21][CH2:20][NH:19][CH2:18][CH2:17]1.C(O[BH-](OC(=O)C)OC(=O)C)(=O)C.[Na+].C([O-])(O)=O.[Na+], predict the reaction product. The product is: [CH3:1][O:2][C:3]1[C:11]2[O:10][CH:9]=[C:8]([CH2:12][CH:13]([N:19]3[CH2:20][CH2:21][N:16]([C:22]4[CH:23]=[CH:24][CH:25]=[C:26]5[C:31]=4[N:30]=[CH:29][CH:28]=[CH:27]5)[CH2:17][CH2:18]3)[CH3:15])[C:7]=2[CH:6]=[CH:5][CH:4]=1. (2) Given the reactants [Br:1][C:2]1[CH:3]=[C:4]2[C:8](=[CH:9][CH:10]=1)[C:7](=O)[NH:6][C:5]2=O.CO.Cl, predict the reaction product. The product is: [Br:1][C:2]1[CH:3]=[C:4]2[C:8](=[CH:9][CH:10]=1)[CH2:7][NH:6][CH2:5]2. (3) Given the reactants [Br:1][C:2]1[CH:7]=[C:6](/[CH:8]=[CH:9]/[CH:10]([C:15]2[CH:20]=[C:19]([Cl:21])[C:18]([Cl:22])=[C:17]([Cl:23])[CH:16]=2)[C:11]([F:14])([F:13])[F:12])[CH:5]=[CH:4][C:3]=1[C:24]1[O:25][C:26](=[O:31])[C:27]([CH3:30])([CH3:29])[N:28]=1.[CH3:32][C:33]([CH3:37])([CH3:36])[CH2:34][NH2:35], predict the reaction product. The product is: [Br:1][C:2]1[CH:7]=[C:6](/[CH:8]=[CH:9]/[CH:10]([C:15]2[CH:16]=[C:17]([Cl:23])[C:18]([Cl:22])=[C:19]([Cl:21])[CH:20]=2)[C:11]([F:14])([F:13])[F:12])[CH:5]=[CH:4][C:3]=1[C:24]([NH:28][C:27]([CH3:29])([CH3:30])[C:26]([NH:35][CH2:34][C:33]([CH3:37])([CH3:36])[CH3:32])=[O:31])=[O:25].